Dataset: Peptide-MHC class I binding affinity with 185,985 pairs from IEDB/IMGT. Task: Regression. Given a peptide amino acid sequence and an MHC pseudo amino acid sequence, predict their binding affinity value. This is MHC class I binding data. (1) The peptide sequence is KCSDHYLCLR. The MHC is HLA-A03:01 with pseudo-sequence HLA-A03:01. The binding affinity (normalized) is 0.217. (2) The peptide sequence is SYLIRALTL. The MHC is HLA-A68:02 with pseudo-sequence HLA-A68:02. The binding affinity (normalized) is 0.346. (3) The peptide sequence is VKIGPPTV. The MHC is H-2-Kb with pseudo-sequence H-2-Kb. The binding affinity (normalized) is 0.442. (4) The peptide sequence is YLDMVLAFL. The MHC is HLA-A26:01 with pseudo-sequence HLA-A26:01. The binding affinity (normalized) is 0.0847. (5) The peptide sequence is NHINVELKL. The MHC is Mamu-A07 with pseudo-sequence Mamu-A07. The binding affinity (normalized) is 0.530.